This data is from Reaction yield outcomes from USPTO patents with 853,638 reactions. The task is: Predict the reaction yield, written as a fraction of the theoretical maximum amount of product (1.0 means a 100% yield; for example, 0.34 means a 34% yield). (1) The reactants are [CH3:1][C@H:2]1[C@:8]2([CH3:16])[CH2:9][C@H:10]([C:13](C)=[CH2:14])[CH2:11][CH2:12][C:7]2=[CH:6][C:4](=[O:5])[CH2:3]1.[OH:17]OS([O-])=O.[K+].[O-]S([O-])=O.[Na+].[Na+].CCOC(C)=O. The catalyst is CN(C=O)C.O=[Os](=O)(=O)=O. The product is [C:13]([C@@H:10]1[CH2:11][CH2:12][C:7]2[C@@:8]([CH3:16])([C@@H:2]([CH3:1])[CH2:3][C:4](=[O:5])[CH:6]=2)[CH2:9]1)(=[O:17])[CH3:14]. The yield is 0.600. (2) The reactants are [NH:1]1[C:5]2[CH:6]=[CH:7][C:8]([C:10]([OH:12])=O)=[CH:9][C:4]=2[N:3]=[CH:2]1.[N+:13]([C:16]1[C:28]([OH:29])=[CH:27][C:26]2[C@@H:25]3[C@@H:20]([NH:21][CH2:22][CH2:23][CH2:24]3)[CH2:19][C:18]=2[CH:17]=1)([O-:15])=[O:14]. No catalyst specified. The product is [NH:1]1[C:5]2[CH:6]=[CH:7][C:8]([C:10]([N:21]3[CH2:22][CH2:23][CH2:24][C@@H:25]4[C:26]5[CH:27]=[C:28]([OH:29])[C:16]([N+:13]([O-:15])=[O:14])=[CH:17][C:18]=5[CH2:19][C@H:20]34)=[O:12])=[CH:9][C:4]=2[N:3]=[CH:2]1. The yield is 0.320.